Dataset: Full USPTO retrosynthesis dataset with 1.9M reactions from patents (1976-2016). Task: Predict the reactants needed to synthesize the given product. (1) The reactants are: [Cl:1][C:2]1[CH:3]=[N:4][CH:5]=[C:6]([Cl:11])[C:7]=1[C:8](O)=[O:9].S(Cl)([Cl:14])=O. Given the product [Cl:1][C:2]1[CH:3]=[N:4][CH:5]=[C:6]([Cl:11])[C:7]=1[C:8]([Cl:14])=[O:9], predict the reactants needed to synthesize it. (2) Given the product [Br:6][C:7]1[C:8]([C:12]([OH:14])=[O:13])=[N:9][N:10]([C:16]([CH3:18])([CH3:17])[CH3:15])[CH:11]=1, predict the reactants needed to synthesize it. The reactants are: S(=O)(=O)(O)O.[Br:6][C:7]1[C:8]([C:12]([OH:14])=[O:13])=[N:9][NH:10][CH:11]=1.[CH3:15][C:16](O)([CH3:18])[CH3:17]. (3) Given the product [F:15][C:12]1[CH:13]=[CH:14][C:9]([C:7]2[N:23]=[C:22]([C:21]3[CH:25]=[CH:26][C:18]([O:17][CH3:16])=[CH:19][CH:20]=3)[S:24][C:2]=2[C:3]([O:5][CH3:6])=[O:4])=[CH:10][CH:11]=1, predict the reactants needed to synthesize it. The reactants are: Br[CH:2]([C:7]([C:9]1[CH:14]=[CH:13][C:12]([F:15])=[CH:11][CH:10]=1)=O)[C:3]([O:5][CH3:6])=[O:4].[CH3:16][O:17][C:18]1[CH:26]=[CH:25][C:21]([C:22](=[S:24])[NH2:23])=[CH:20][CH:19]=1. (4) Given the product [Br:1][C:2]1[CH:9]=[CH:8][C:7]([O:10][CH2:13][CH2:14][N:15]2[CH2:20][CH2:19][O:18][CH2:17][CH2:16]2)=[CH:6][C:3]=1[CH:4]=[O:5], predict the reactants needed to synthesize it. The reactants are: [Br:1][C:2]1[CH:9]=[CH:8][C:7]([OH:10])=[CH:6][C:3]=1[CH:4]=[O:5].Cl.Cl[CH2:13][CH2:14][N:15]1[CH2:20][CH2:19][O:18][CH2:17][CH2:16]1.C([O-])([O-])=O.[K+].[K+]. (5) Given the product [NH2:1][C:2]1[C:7]([Cl:18])=[C:6]([Br:8])[N:5]=[C:4]([C:9]([O:11][CH3:12])=[O:10])[C:3]=1[O:13][CH3:14], predict the reactants needed to synthesize it. The reactants are: [NH2:1][C:2]1[CH:7]=[C:6]([Br:8])[N:5]=[C:4]([C:9]([O:11][CH3:12])=[O:10])[C:3]=1[O:13][CH3:14].S(Cl)([Cl:18])(=O)=O.C(=O)(O)[O-].[Na+]. (6) Given the product [CH2:19]([O:22][C:23]1[C:28]([C:29]([CH3:30])([CH3:31])[CH3:32])=[CH:27][C:26]([CH3:33])=[CH:25][C:24]=1[Si:34]([C:12]1[C:13]2[S:14][C:15]([CH3:18])=[CH:16][C:17]=2[C:9]2[C:10]=1[S:11][CH:7]([CH3:6])[CH:8]=2)([CH2:35][CH3:36])[CH2:37][CH3:38])[CH:20]=[CH2:21], predict the reactants needed to synthesize it. The reactants are: C([Li])CCC.[CH3:6][CH:7]1[S:11][C:10]2=[CH:12][C:13]3[S:14][C:15]([CH3:18])=[CH:16][C:17]=3[C:9]2=[CH:8]1.[CH2:19]([O:22][C:23]1[C:28]([C:29]([CH3:32])([CH3:31])[CH3:30])=[CH:27][C:26]([CH3:33])=[CH:25][C:24]=1[Si:34](Cl)([CH2:37][CH3:38])[CH2:35][CH3:36])[CH:20]=[CH2:21].